From a dataset of Full USPTO retrosynthesis dataset with 1.9M reactions from patents (1976-2016). Predict the reactants needed to synthesize the given product. (1) Given the product [CH3:40][O:39][C:36]1[CH:35]=[CH:34][C:33]([N:30]2[CH2:29][CH2:28][N:27]([CH2:26][C:12]3[N:13]=[C:14]([C:16]4[CH:17]=[CH:18][C:19]([C:22]([F:25])([F:23])[F:24])=[CH:20][CH:21]=4)[S:15][C:11]=3[CH2:10][CH2:9][C:8]([C:5]3[CH:6]=[CH:7][C:2]([O:1][C:44]([CH3:51])([CH3:50])[C:45]([O:47][CH2:48][CH3:49])=[O:46])=[C:3]([CH3:42])[CH:4]=3)=[O:41])[CH2:32][CH2:31]2)=[CH:38][CH:37]=1, predict the reactants needed to synthesize it. The reactants are: [OH:1][C:2]1[CH:7]=[CH:6][C:5]([C:8](=[O:41])[CH2:9][CH2:10][C:11]2[S:15][C:14]([C:16]3[CH:21]=[CH:20][C:19]([C:22]([F:25])([F:24])[F:23])=[CH:18][CH:17]=3)=[N:13][C:12]=2[CH2:26][N:27]2[CH2:32][CH2:31][N:30]([C:33]3[CH:38]=[CH:37][C:36]([O:39][CH3:40])=[CH:35][CH:34]=3)[CH2:29][CH2:28]2)=[CH:4][C:3]=1[CH3:42].Br[C:44]([CH3:51])([CH3:50])[C:45]([O:47][CH2:48][CH3:49])=[O:46].C(=O)([O-])[O-].[K+].[K+]. (2) Given the product [Br:1][C:2]1[CH:3]=[C:4]([C:13]2[N:17]([C:18]3[CH:23]=[CH:22][N:21]=[C:20]([CH3:24])[CH:19]=3)[N:16]=[C:15]([C:25]([N:49]3[CH2:53][C:52](=[O:54])[NH:51][CH2:50]3)=[O:27])[CH:14]=2)[CH:5]=[C:6]([O:8][C:9]([F:12])([F:11])[F:10])[CH:7]=1, predict the reactants needed to synthesize it. The reactants are: [Br:1][C:2]1[CH:3]=[C:4]([C:13]2[N:17]([C:18]3[CH:23]=[CH:22][N:21]=[C:20]([CH3:24])[CH:19]=3)[N:16]=[C:15]([C:25]([OH:27])=O)[CH:14]=2)[CH:5]=[C:6]([O:8][C:9]([F:12])([F:11])[F:10])[CH:7]=1.ClC1C=C(C2N(C3C=CC=CN=3)N=C(C([N:49]3[CH2:53][C:52](=[O:54])[NH:51][CH2:50]3)=O)C=2)C=C(F)C=1.Cl.N1C=CNC1=O. (3) Given the product [C:16]([O:15][C:13]([N:11]1[CH2:10][CH2:9][CH:8]([C:5]2[CH:6]=[CH:7][C:2]([Cl:1])=[C:3]([CH3:22])[CH:4]=2)[CH2:12]1)=[O:14])([CH3:19])([CH3:18])[CH3:17], predict the reactants needed to synthesize it. The reactants are: [Cl:1][C:2]1[CH:7]=[CH:6][C:5]([CH:8]2[CH2:12][N:11]([C:13]([O:15][C:16]([CH3:19])([CH3:18])[CH3:17])=[O:14])[CH:10](OC)[CH2:9]2)=[CH:4][C:3]=1[CH3:22].[BH4-].[Na+].C([O-])(O)=O.[Na+]. (4) Given the product [Cl:10][C:4]1[CH:5]=[CH:6][CH:7]=[C:8]([I:9])[C:3]=1[CH2:2][C:11]#[N:12], predict the reactants needed to synthesize it. The reactants are: Br[CH2:2][C:3]1[C:8]([I:9])=[CH:7][CH:6]=[CH:5][C:4]=1[Cl:10].[C-:11]#[N:12].[K+].